Dataset: Reaction yield outcomes from USPTO patents with 853,638 reactions. Task: Predict the reaction yield, written as a fraction of the theoretical maximum amount of product (1.0 means a 100% yield; for example, 0.34 means a 34% yield). (1) The reactants are [Cl:1][C:2]1[C:11]2[C:6](=[CH:7][C:8]([NH:12]S(C3C=CC(C)=CC=3)(=O)=O)=[CH:9][CH:10]=2)[CH:5]=[CH:4][N:3]=1.[OH-].[Na+].C(=O)([O-])[O-].[K+].[K+]. The catalyst is S(=O)(=O)(O)O. The product is [NH2:12][C:8]1[CH:7]=[C:6]2[C:11](=[CH:10][CH:9]=1)[C:2]([Cl:1])=[N:3][CH:4]=[CH:5]2. The yield is 0.768. (2) The reactants are [CH3:1][O:2][C:3]([C:5]1[C:13]2[C:8](=[CH:9][C:10]([C:14]3[CH2:19][CH2:18][CH:17]([OH:20])[CH2:16][CH:15]=3)=[CH:11][CH:12]=2)[N:7]([CH3:21])[CH:6]=1)=[O:4]. The catalyst is O1CCCC1.[Pd]. The product is [CH3:1][O:2][C:3]([C:5]1[C:13]2[C:8](=[CH:9][C:10]([CH:14]3[CH2:19][CH2:18][CH:17]([OH:20])[CH2:16][CH2:15]3)=[CH:11][CH:12]=2)[N:7]([CH3:21])[CH:6]=1)=[O:4]. The yield is 0.800. (3) The catalyst is C(OCC)(=O)C.O.CN1CCCC1=O. The reactants are Cl[C:2]1[C:3]2[C@H:11]([CH3:12])[CH2:10][C:9](=[O:13])[NH:8][C:4]=2[N:5]=[CH:6][N:7]=1.C(N(CC)CC)C.[N:21]1([CH2:26][CH2:27][N:28]2[CH:32]=[C:31]([CH:33]3[CH2:38][CH2:37][O:36][CH2:35][CH2:34]3)[N:30]=[C:29]2[CH:39]2[CH2:44][CH2:43][NH:42][CH2:41][CH2:40]2)[CH2:25][CH2:24][CH2:23][CH2:22]1.[OH-].[Na+]. The yield is 0.640. The product is [CH3:12][C@H:11]1[C:3]2[C:2]([N:42]3[CH2:41][CH2:40][CH:39]([C:29]4[N:28]([CH2:27][CH2:26][N:21]5[CH2:22][CH2:23][CH2:24][CH2:25]5)[CH:32]=[C:31]([CH:33]5[CH2:34][CH2:35][O:36][CH2:37][CH2:38]5)[N:30]=4)[CH2:44][CH2:43]3)=[N:7][CH:6]=[N:5][C:4]=2[NH:8][C:9](=[O:13])[CH2:10]1. (4) The reactants are [NH2:1][C:2]1[C:22]([Br:23])=[CH:21][C:5]2[C:6]([C:17]([NH:19][CH3:20])=[O:18])=[C:7]([C:9]3[CH:14]=[CH:13][C:12]([C:15]#[N:16])=[CH:11][CH:10]=3)[O:8][C:4]=2[CH:3]=1.[CH3:24][S:25](Cl)(=[O:27])=[O:26]. The catalyst is C(Cl)Cl.N1C=CC=CC=1. The product is [Br:23][C:22]1[C:2]([NH:1][S:25]([CH3:24])(=[O:27])=[O:26])=[CH:3][C:4]2[O:8][C:7]([C:9]3[CH:10]=[CH:11][C:12]([C:15]#[N:16])=[CH:13][CH:14]=3)=[C:6]([C:17]([NH:19][CH3:20])=[O:18])[C:5]=2[CH:21]=1. The yield is 0.720. (5) The reactants are [CH3:1][NH:2][CH3:3].[F:4][C:5]1[CH:10]=[CH:9][C:8]([C:11]2[N:15]([CH3:16])[N:14]=[CH:13][C:12]=2/[CH:17]=[CH:18]/[C:19]([NH:21][C:22]2[CH:27]=[CH:26][C:25]([CH2:28][C:29](O)=[O:30])=[CH:24][CH:23]=2)=[O:20])=[CH:7][CH:6]=1.O.ON1C2C=CC=CC=2N=N1.Cl.C(N=C=NCCCN(C)C)C. The catalyst is O.CN(C)C=O. The product is [CH3:1][N:2]([CH3:3])[C:29](=[O:30])[CH2:28][C:25]1[CH:26]=[CH:27][C:22]([NH:21][C:19](=[O:20])/[CH:18]=[CH:17]/[C:12]2[CH:13]=[N:14][N:15]([CH3:16])[C:11]=2[C:8]2[CH:7]=[CH:6][C:5]([F:4])=[CH:10][CH:9]=2)=[CH:23][CH:24]=1. The yield is 0.490. (6) The reactants are C([C@@H:8]1[CH2:13][C@@:12]2(N)[CH2:14][C@H:9]1[CH2:10][N:11]2[C:16]1[C:28]2[C:27]3[C:22](=[C:23]([N:30]([CH3:36])[C:31](=[O:35])[O:32][CH2:33]Cl)[CH:24]=[C:25]([F:29])[CH:26]=3)[NH:21][C:20]=2[N:19]=[C:18]([O:37][C:38]2[CH:39]=[N:40][C:41]([CH3:44])=[N:42][CH:43]=2)[N:17]=1)(OC(C)(C)C)=O.[I-].[Na+].[C:47]([O:51][C:52]([N:54]1[CH2:59][CH2:58][N:57]([CH2:60][C:61]([O-:63])=[O:62])[CH2:56][CH2:55]1)=[O:53])([CH3:50])([CH3:49])[CH3:48].[Cs+]. The catalyst is CN(C=O)C. The product is [C:47]([O:51][C:52]([NH:54][C@@H:8]1[CH2:13][C@H:12]2[CH2:14][C@@H:9]1[CH2:10][N:11]2[C:16]1[C:28]2[C:27]3[C:22](=[C:23]([N:30]([CH3:36])[C:31]([O:32][CH2:33][O:62][C:61](=[O:63])[CH2:60][N:57]4[CH2:56][CH2:55][N:54]([C:52]([O:51][C:47]([CH3:50])([CH3:48])[CH3:49])=[O:53])[CH2:59][CH2:58]4)=[O:35])[CH:24]=[C:25]([F:29])[CH:26]=3)[NH:21][C:20]=2[N:19]=[C:18]([O:37][C:38]2[CH:43]=[N:42][C:41]([CH3:44])=[N:40][CH:39]=2)[N:17]=1)=[O:53])([CH3:50])([CH3:49])[CH3:48]. The yield is 0.540. (7) The reactants are C[CH:2]1[C@H:8]2[N:9]([CH3:10])[C@H:5]([CH2:6][CH2:7]2)[C:4](=[N:11][CH2:12][C:13]2[CH:18]=[CH:17][CH:16]=[CH:15][CH:14]=2)[CH2:3]1.[CH3:19][O:20][C:21]1[CH:26]=[CH:25][C:24]([CH2:27][C:28](Cl)=[O:29])=[CH:23][CH:22]=1.Cl[CH2:32]Cl. No catalyst specified. The product is [CH3:19][O:20][C:21]1[CH:26]=[CH:25][C:24]([CH2:27][C:28]([N:11]([CH2:12][C:13]2[CH:14]=[CH:15][C:16]([CH3:32])=[CH:17][CH:18]=2)[C:4]2[C@H:5]3[N:9]([CH3:10])[C@H:8]([CH2:7][CH2:6]3)[CH2:2][CH:3]=2)=[O:29])=[CH:23][CH:22]=1. The yield is 0.180.